From a dataset of Full USPTO retrosynthesis dataset with 1.9M reactions from patents (1976-2016). Predict the reactants needed to synthesize the given product. (1) Given the product [CH:34]1([C:2]2[C:6]3=[N:7][C:8]([C:11]([NH:13][C:14]4[CH:15]=[N:16][CH:17]=[CH:18][C:19]=4[N:20]4[CH2:25][CH2:24][CH2:23][C@H:22]([NH:26][C:27](=[O:33])[O:28][C:29]([CH3:32])([CH3:31])[CH3:30])[CH2:21]4)=[O:12])=[CH:9][CH:10]=[C:5]3[S:4][CH:3]=2)[CH2:36][CH2:35]1, predict the reactants needed to synthesize it. The reactants are: Br[C:2]1[C:6]2=[N:7][C:8]([C:11]([NH:13][C:14]3[CH:15]=[N:16][CH:17]=[CH:18][C:19]=3[N:20]3[CH2:25][CH2:24][CH2:23][C@H:22]([NH:26][C:27](=[O:33])[O:28][C:29]([CH3:32])([CH3:31])[CH3:30])[CH2:21]3)=[O:12])=[CH:9][CH:10]=[C:5]2[S:4][CH:3]=1.[CH:34]1([B-](F)(F)F)[CH2:36][CH2:35]1.[K+].C([O-])([O-])=O.[Cs+].[Cs+].C12(P(C34CC5CC(CC(C5)C3)C4)CCCC)CC3CC(CC(C3)C1)C2. (2) Given the product [C:20]1([CH2:19][CH2:18][CH2:17][N:14]2[CH2:15][CH2:16][C:11]3([CH2:10][C:9](=[O:30])[C:8]4[C:27](=[CH:28][CH:29]=[C:6](/[CH:5]=[CH:4]/[C:3]([OH:31])=[O:2])[CH:7]=4)[O:26]3)[CH2:12][CH2:13]2)[CH:25]=[CH:24][CH:23]=[CH:22][CH:21]=1, predict the reactants needed to synthesize it. The reactants are: C[O:2][C:3](=[O:31])/[CH:4]=[CH:5]/[C:6]1[CH:7]=[C:8]2[C:27](=[CH:28][CH:29]=1)[O:26][C:11]1([CH2:16][CH2:15][N:14]([CH2:17][CH2:18][CH2:19][C:20]3[CH:25]=[CH:24][CH:23]=[CH:22][CH:21]=3)[CH2:13][CH2:12]1)[CH2:10][C:9]2=[O:30].[OH-].[Na+]. (3) Given the product [CH3:24][C:21]1([CH3:25])[CH2:22][CH2:23][C:18]([C:4]2[CH:3]=[C:2]([CH2:30][C@@H:29]([OH:31])[CH2:28][O:27][CH3:26])[CH:7]=[CH:6][C:5]=2[NH:8][C:9]([C:11]2[NH:15][C:14]([C:16]#[N:17])=[CH:13][N:12]=2)=[O:10])=[CH:19][CH2:20]1, predict the reactants needed to synthesize it. The reactants are: Br[C:2]1[CH:7]=[CH:6][C:5]([NH:8][C:9]([C:11]2[NH:12][CH:13]=[C:14]([C:16]#[N:17])[N:15]=2)=[O:10])=[C:4]([C:18]2[CH2:23][CH2:22][C:21]([CH3:25])([CH3:24])[CH2:20][CH:19]=2)[CH:3]=1.[CH3:26][O:27][CH2:28][C@H:29]1[O:31][CH2:30]1. (4) Given the product [CH:8]1[CH:7]=[CH:6][C:5]2[CH2:4][CH2:3][CH2:2][N:1]3[C:10]=2[C:9]=1[C:12]1[CH2:17][CH2:16][CH2:15][CH2:14][C:13]=13, predict the reactants needed to synthesize it. The reactants are: [NH:1]1[C:10]2[C:5](=[CH:6][CH:7]=[CH:8][CH:9]=2)[CH2:4][CH2:3][CH2:2]1.Cl[CH:12]1[CH2:17][CH2:16][CH2:15][CH2:14][C:13]1=O.N1C=CC=CC=1. (5) Given the product [Br:1][C:2]1[CH:3]=[CH:4][C:5]([O:16][CH2:17][CH2:18][O:34][CH3:28])=[C:6]([C:8]2[CH:13]=[C:12]([Cl:14])[N:11]=[C:10]([NH2:15])[N:9]=2)[CH:7]=1, predict the reactants needed to synthesize it. The reactants are: [Br:1][C:2]1[CH:3]=[CH:4][C:5]([O:16][CH2:17][CH2:18]C)=[C:6]([C:8]2[CH:13]=[C:12]([Cl:14])[N:11]=[C:10]([NH2:15])[N:9]=2)[CH:7]=1.NC1N=C(C2C=C(Br)C=C[C:28]=2[OH:34])C=C(Cl)N=1. (6) Given the product [Br:9][C:4]1[CH:3]=[C:2]([NH:20][CH2:19][CH2:18][N:17]([CH3:22])[CH3:16])[CH:7]=[C:6]([F:8])[CH:5]=1, predict the reactants needed to synthesize it. The reactants are: Br[C:2]1[CH:7]=[C:6]([F:8])[CH:5]=[C:4]([Br:9])[CH:3]=1.C(O[K])(C)(C)C.[CH3:16][N:17]([CH3:22])[CH2:18][CH2:19][NH:20]C.